This data is from Forward reaction prediction with 1.9M reactions from USPTO patents (1976-2016). The task is: Predict the product of the given reaction. (1) Given the reactants C([O-])([O-])=O.[K+].[K+].[CH:7]([NH2:10])([CH3:9])[CH3:8].[C:11]([Si:15]([O:28][CH2:29][CH2:30][CH2:31][CH2:32][CH2:33]I)([C:22]1[CH:27]=[CH:26][CH:25]=[CH:24][CH:23]=1)[C:16]1[CH:21]=[CH:20][CH:19]=[CH:18][CH:17]=1)([CH3:14])([CH3:13])[CH3:12].O, predict the reaction product. The product is: [Si:15]([O:28][CH2:29][CH2:30][CH2:31][CH2:32][CH2:33][NH:10][CH:7]([CH3:9])[CH3:8])([C:11]([CH3:12])([CH3:13])[CH3:14])([C:22]1[CH:23]=[CH:24][CH:25]=[CH:26][CH:27]=1)[C:16]1[CH:21]=[CH:20][CH:19]=[CH:18][CH:17]=1. (2) Given the reactants [CH2:1]([C@H:8]1[CH2:13][N:12]([CH2:14][C:15]2[CH:20]=[CH:19][CH:18]=[CH:17][CH:16]=2)[C@H:11]([CH3:21])[CH2:10][N:9]1[C:22](OC)=[O:23])[C:2]1[CH:7]=[CH:6][CH:5]=[CH:4][CH:3]=1.P(Cl)(Cl)(Cl)=O.O=P12OP3(OP(OP(O3)(O1)=O)(=O)O2)=O.CCOC(C)=O, predict the reaction product. The product is: [CH2:14]([N:12]1[C@@H:11]([CH3:21])[CH2:10][N:9]2[C:22](=[O:23])[C:3]3[CH:4]=[CH:5][CH:6]=[CH:7][C:2]=3[CH2:1][C@@H:8]2[CH2:13]1)[C:15]1[CH:16]=[CH:17][CH:18]=[CH:19][CH:20]=1.